Dataset: NCI-60 drug combinations with 297,098 pairs across 59 cell lines. Task: Regression. Given two drug SMILES strings and cell line genomic features, predict the synergy score measuring deviation from expected non-interaction effect. (1) Drug 1: C1=CN(C=N1)CC(O)(P(=O)(O)O)P(=O)(O)O. Drug 2: CC1C(C(CC(O1)OC2CC(OC(C2O)C)OC3=CC4=CC5=C(C(=O)C(C(C5)C(C(=O)C(C(C)O)O)OC)OC6CC(C(C(O6)C)O)OC7CC(C(C(O7)C)O)OC8CC(C(C(O8)C)O)(C)O)C(=C4C(=C3C)O)O)O)O. Cell line: SNB-75. Synergy scores: CSS=29.7, Synergy_ZIP=-0.793, Synergy_Bliss=-1.43, Synergy_Loewe=-1.93, Synergy_HSA=-1.95. (2) Drug 1: C1=C(C(=O)NC(=O)N1)N(CCCl)CCCl. Synergy scores: CSS=19.1, Synergy_ZIP=-3.34, Synergy_Bliss=-0.417, Synergy_Loewe=-3.73, Synergy_HSA=1.25. Drug 2: C(=O)(N)NO. Cell line: PC-3. (3) Drug 1: CC1C(C(CC(O1)OC2CC(OC(C2O)C)OC3=CC4=CC5=C(C(=O)C(C(C5)C(C(=O)C(C(C)O)O)OC)OC6CC(C(C(O6)C)O)OC7CC(C(C(O7)C)O)OC8CC(C(C(O8)C)O)(C)O)C(=C4C(=C3C)O)O)O)O. Drug 2: CS(=O)(=O)OCCCCOS(=O)(=O)C. Cell line: SR. Synergy scores: CSS=88.2, Synergy_ZIP=-2.17, Synergy_Bliss=-1.85, Synergy_Loewe=-3.56, Synergy_HSA=-0.472. (4) Drug 1: CN(CC1=CN=C2C(=N1)C(=NC(=N2)N)N)C3=CC=C(C=C3)C(=O)NC(CCC(=O)O)C(=O)O. Drug 2: CC1=C(C=C(C=C1)NC(=O)C2=CC=C(C=C2)CN3CCN(CC3)C)NC4=NC=CC(=N4)C5=CN=CC=C5. Cell line: A498. Synergy scores: CSS=5.01, Synergy_ZIP=-3.80, Synergy_Bliss=-1.72, Synergy_Loewe=-21.2, Synergy_HSA=-2.50. (5) Drug 1: C1=NC2=C(N=C(N=C2N1C3C(C(C(O3)CO)O)O)F)N. Drug 2: CC1=C(C(CCC1)(C)C)C=CC(=CC=CC(=CC(=O)O)C)C. Cell line: UO-31. Synergy scores: CSS=0.829, Synergy_ZIP=-1.68, Synergy_Bliss=-1.45, Synergy_Loewe=-4.64, Synergy_HSA=-2.37. (6) Drug 1: CC1=C2C(C(=O)C3(C(CC4C(C3C(C(C2(C)C)(CC1OC(=O)C(C(C5=CC=CC=C5)NC(=O)OC(C)(C)C)O)O)OC(=O)C6=CC=CC=C6)(CO4)OC(=O)C)O)C)O. Synergy scores: CSS=5.31, Synergy_ZIP=6.02, Synergy_Bliss=4.89, Synergy_Loewe=1.59, Synergy_HSA=1.70. Drug 2: CC1CCC2CC(C(=CC=CC=CC(CC(C(=O)C(C(C(=CC(C(=O)CC(OC(=O)C3CCCCN3C(=O)C(=O)C1(O2)O)C(C)CC4CCC(C(C4)OC)OCCO)C)C)O)OC)C)C)C)OC. Cell line: RPMI-8226.